From a dataset of NCI-60 drug combinations with 297,098 pairs across 59 cell lines. Regression. Given two drug SMILES strings and cell line genomic features, predict the synergy score measuring deviation from expected non-interaction effect. (1) Drug 1: CC(C1=C(C=CC(=C1Cl)F)Cl)OC2=C(N=CC(=C2)C3=CN(N=C3)C4CCNCC4)N. Drug 2: C1C(C(OC1N2C=NC(=NC2=O)N)CO)O. Cell line: SN12C. Synergy scores: CSS=8.72, Synergy_ZIP=-2.45, Synergy_Bliss=-1.22, Synergy_Loewe=-1.88, Synergy_HSA=-0.967. (2) Drug 1: COC1=CC(=CC(=C1O)OC)C2C3C(COC3=O)C(C4=CC5=C(C=C24)OCO5)OC6C(C(C7C(O6)COC(O7)C8=CC=CS8)O)O. Drug 2: C1C(C(OC1N2C=C(C(=O)NC2=O)F)CO)O. Cell line: CAKI-1. Synergy scores: CSS=53.3, Synergy_ZIP=-1.93, Synergy_Bliss=-1.16, Synergy_Loewe=0.591, Synergy_HSA=3.68. (3) Drug 2: CCCCCOC(=O)NC1=NC(=O)N(C=C1F)C2C(C(C(O2)C)O)O. Cell line: IGROV1. Synergy scores: CSS=0.462, Synergy_ZIP=0.0460, Synergy_Bliss=0.441, Synergy_Loewe=-1.75, Synergy_HSA=-2.37. Drug 1: CCC(=C(C1=CC=CC=C1)C2=CC=C(C=C2)OCCN(C)C)C3=CC=CC=C3.C(C(=O)O)C(CC(=O)O)(C(=O)O)O. (4) Drug 1: CC1CCC2CC(C(=CC=CC=CC(CC(C(=O)C(C(C(=CC(C(=O)CC(OC(=O)C3CCCCN3C(=O)C(=O)C1(O2)O)C(C)CC4CCC(C(C4)OC)OCCO)C)C)O)OC)C)C)C)OC. Drug 2: N.N.Cl[Pt+2]Cl. Cell line: SNB-19. Synergy scores: CSS=36.3, Synergy_ZIP=-3.67, Synergy_Bliss=-2.31, Synergy_Loewe=-0.306, Synergy_HSA=0.501. (5) Drug 2: CCN(CC)CCNC(=O)C1=C(NC(=C1C)C=C2C3=C(C=CC(=C3)F)NC2=O)C. Cell line: COLO 205. Synergy scores: CSS=-6.29, Synergy_ZIP=6.30, Synergy_Bliss=9.16, Synergy_Loewe=-0.0963, Synergy_HSA=1.82. Drug 1: CN(C)C1=NC(=NC(=N1)N(C)C)N(C)C.